Dataset: Catalyst prediction with 721,799 reactions and 888 catalyst types from USPTO. Task: Predict which catalyst facilitates the given reaction. (1) Reactant: [Br:1][C:2]1[CH:3]=[C:4]2[C:9](=[CH:10][CH:11]=1)[C:8](=[O:12])[N:7]([CH2:13][C:14]([CH3:18])([CH3:17])[CH2:15]Cl)[CH:6]=[C:5]2[CH:19]=[O:20].[C:21]([O-:24])(=[O:23])[CH3:22].[Na+].[I-].[Na+]. Product: [C:21]([O:24][CH2:15][C:14]([CH3:18])([CH3:17])[CH2:13][N:7]1[CH:6]=[C:5]([CH:19]=[O:20])[C:4]2[C:9](=[CH:10][CH:11]=[C:2]([Br:1])[CH:3]=2)[C:8]1=[O:12])(=[O:23])[CH3:22]. The catalyst class is: 58. (2) Reactant: [Cl-].[CH2:2]([C@@H:9]1[C@@H:17]([CH2:18][C:19]2[CH:24]=[CH:23][CH:22]=[CH:21][CH:20]=2)[C@H:16]([CH3:25])[O:15][C:14](=[O:26])[C@@H:13]([NH3+:27])[CH2:12][O:11][CH2:10]1)[C:3]1[CH:8]=[CH:7][CH:6]=[CH:5][CH:4]=1.[OH:28][C:29]1[C:30]([C:37](O)=[O:38])=[N:31][CH:32]=[CH:33][C:34]=1[O:35][CH3:36].C(N(C(C)C)C(C)C)C.F[P-](F)(F)(F)(F)F.N1(O[P+](N2CCCC2)(N2CCCC2)N2CCCC2)C2C=CC=CC=2N=N1. Product: [CH2:2]([C@@H:9]1[C@@H:17]([CH2:18][C:19]2[CH:24]=[CH:23][CH:22]=[CH:21][CH:20]=2)[C@H:16]([CH3:25])[O:15][C:14](=[O:26])[C@@H:13]([NH:27][C:37](=[O:38])[C:30]2[C:29]([OH:28])=[C:34]([O:35][CH3:36])[CH:33]=[CH:32][N:31]=2)[CH2:12][O:11][CH2:10]1)[C:3]1[CH:8]=[CH:7][CH:6]=[CH:5][CH:4]=1. The catalyst class is: 2. (3) Reactant: [CH3:1][N:2]1[CH2:7][CH2:6][N:5]([C:8]2[C:16]3[C:11](=[CH:12][C:13]([C:17]([O-:19])=O)=[CH:14][CH:15]=3)[NH:10][N:9]=2)[CH2:4][CH2:3]1.[Li+].Cl.CN(C)CCCN=C=NCC.ON1C2C=CC=CC=2N=N1.CCN(CC)CC.[Cl:50][C:51]1[CH:58]=[CH:57][C:54]([CH2:55][NH2:56])=[CH:53][CH:52]=1. Product: [Cl:50][C:51]1[CH:58]=[CH:57][C:54]([CH2:55][NH:56][C:17]([C:13]2[CH:12]=[C:11]3[C:16]([C:8]([N:5]4[CH2:4][CH2:3][N:2]([CH3:1])[CH2:7][CH2:6]4)=[N:9][NH:10]3)=[CH:15][CH:14]=2)=[O:19])=[CH:53][CH:52]=1. The catalyst class is: 39. (4) Reactant: [NH2:1][C:2](=[N:23][OH:24])[C:3]1[CH:8]=[CH:7][N:6]=[C:5]([N:9]2[CH2:14][CH2:13][N:12]([C:15]([O:17][CH2:18][C:19]([CH3:22])([CH3:21])[CH3:20])=[O:16])[CH2:11][CH2:10]2)[CH:4]=1.[H-].[Na+].[C:27](OC)(=O)[C@H:28]([CH3:30])[OH:29].[Cl-].[NH4+]. Product: [OH:29][C@H:28]([C:30]1[O:24][N:23]=[C:2]([C:3]2[CH:8]=[CH:7][N:6]=[C:5]([N:9]3[CH2:14][CH2:13][N:12]([C:15]([O:17][CH2:18][C:19]([CH3:20])([CH3:21])[CH3:22])=[O:16])[CH2:11][CH2:10]3)[CH:4]=2)[N:1]=1)[CH3:27]. The catalyst class is: 7. (5) Reactant: [Cl:1][C:2]1[CH:13]=[C:12]([O:14][C:15]([F:18])([F:17])[F:16])[CH:11]=[CH:10][C:3]=1[O:4][CH2:5][C:6](OC)=[O:7].[H-].C([Al+]CC(C)C)C(C)C. Product: [Cl:1][C:2]1[CH:13]=[C:12]([O:14][C:15]([F:16])([F:18])[F:17])[CH:11]=[CH:10][C:3]=1[O:4][CH2:5][CH2:6][OH:7]. The catalyst class is: 4. (6) Reactant: [CH3:1][C:2]1[N:3]([CH2:29][C:30]([O:32]CC)=[O:31])[C:4]2[CH2:5][C:6]([CH3:28])([CH3:27])[CH2:7][C:8](=[O:26])[C:9]=2[C:10]=1[CH2:11][C:12]1[CH:17]=[CH:16][C:15]([S:18]([N:21]2[CH2:25][CH2:24][CH2:23][CH2:22]2)(=[O:20])=[O:19])=[CH:14][CH:13]=1.[OH-].[Na+]. Product: [CH3:1][C:2]1[N:3]([CH2:29][C:30]([OH:32])=[O:31])[C:4]2[CH2:5][C:6]([CH3:28])([CH3:27])[CH2:7][C:8](=[O:26])[C:9]=2[C:10]=1[CH2:11][C:12]1[CH:17]=[CH:16][C:15]([S:18]([N:21]2[CH2:25][CH2:24][CH2:23][CH2:22]2)(=[O:20])=[O:19])=[CH:14][CH:13]=1. The catalyst class is: 20. (7) Reactant: C(N(C(C)C)CC)(C)C.[C:10]([O:14][C:15]([N:17]1[CH2:22][CH2:21][CH:20]([NH2:23])[CH2:19][CH2:18]1)=[O:16])([CH3:13])([CH3:12])[CH3:11].Cl[C:25]([O:27][CH2:28][C:29]1[CH:34]=[CH:33][CH:32]=[CH:31][CH:30]=1)=[O:26]. Product: [C:10]([O:14][C:15]([N:17]1[CH2:22][CH2:21][CH:20]([NH:23][C:25]([O:27][CH2:28][C:29]2[CH:34]=[CH:33][CH:32]=[CH:31][CH:30]=2)=[O:26])[CH2:19][CH2:18]1)=[O:16])([CH3:13])([CH3:11])[CH3:12]. The catalyst class is: 56. (8) Reactant: [F:1][C:2]1[CH:7]=[CH:6][C:5]([N:8]2[CH2:13][CH2:12][N:11]([S:14]([C:17]3[CH:18]=[C:19]([C:23](=[O:25])[CH3:24])[CH:20]=[CH:21][CH:22]=3)(=[O:16])=[O:15])[C@H:10]([CH3:26])[CH2:9]2)=[C:4]([C:27]([F:30])([F:29])[F:28])[CH:3]=1.[Si]([C:35]([F:38])([F:37])[F:36])(C)(C)C.CCCC[N+](CCCC)(CCCC)CCCC.[F-]. Product: [F:36][C:35]([F:38])([F:37])[C:23]([C:19]1[CH:20]=[CH:21][CH:22]=[C:17]([S:14]([N:11]2[CH2:12][CH2:13][N:8]([C:5]3[CH:6]=[CH:7][C:2]([F:1])=[CH:3][C:4]=3[C:27]([F:30])([F:29])[F:28])[CH2:9][C@H:10]2[CH3:26])(=[O:16])=[O:15])[CH:18]=1)([OH:25])[CH3:24]. The catalyst class is: 250. (9) Reactant: [CH3:1][C:2]([OH:13])([CH3:12])[CH2:3][N:4]1[CH:8]=[CH:7][C:6]([N+:9]([O-])=O)=[N:5]1. Product: [NH2:9][C:6]1[CH:7]=[CH:8][N:4]([CH2:3][C:2]([CH3:12])([OH:13])[CH3:1])[N:5]=1. The catalyst class is: 63. (10) Product: [OH:4][C@@H:3]([C:5]1[CH:6]=[CH:7][CH:8]=[CH:9][CH:10]=1)[C@H:2]([NH:1][CH2:15][CH2:14][CH2:20][S:17]([OH:19])(=[O:18])=[O:16])[CH2:11][O:12][CH3:13]. The catalyst class is: 30. Reactant: [NH2:1][C@@H:2]([CH2:11][O:12][CH3:13])[C@H:3]([C:5]1[CH:10]=[CH:9][CH:8]=[CH:7][CH:6]=1)[OH:4].[CH2:14]1[CH2:20][S:17](=[O:19])(=[O:18])[O:16][CH2:15]1.